Dataset: Reaction yield outcomes from USPTO patents with 853,638 reactions. Task: Predict the reaction yield, written as a fraction of the theoretical maximum amount of product (1.0 means a 100% yield; for example, 0.34 means a 34% yield). (1) The reactants are Br[C:2]1[CH:3]=[C:4]([C:14]([NH:16][CH2:17][C:18]2[C:19](=[O:26])[NH:20][C:21]([CH3:25])=[CH:22][C:23]=2[CH3:24])=[O:15])[C:5]2[CH:10]=[N:9][N:8]([CH:11]([CH3:13])[CH3:12])[C:6]=2[N:7]=1.C([O-])([O-])=O.[Na+].[Na+].CO.C(Cl)Cl.O1CCO[CH2:40][CH2:39]1. The catalyst is O.C1C=CC([P]([Pd]([P](C2C=CC=CC=2)(C2C=CC=CC=2)C2C=CC=CC=2)([P](C2C=CC=CC=2)(C2C=CC=CC=2)C2C=CC=CC=2)[P](C2C=CC=CC=2)(C2C=CC=CC=2)C2C=CC=CC=2)(C2C=CC=CC=2)C2C=CC=CC=2)=CC=1. The product is [CH3:24][C:23]1[CH:22]=[C:21]([CH3:25])[NH:20][C:19](=[O:26])[C:18]=1[CH2:17][NH:16][C:14]([C:4]1[C:5]2[CH:10]=[N:9][N:8]([CH:11]([CH3:13])[CH3:12])[C:6]=2[N:7]=[C:2]([CH:39]=[CH2:40])[CH:3]=1)=[O:15]. The yield is 0.916. (2) The reactants are [NH2:1][CH2:2][CH2:3][CH2:4][C:5]([C@@H:22]1[CH2:27][CH2:26][CH2:25][N:24]([C:28]([O:30][C:31]([CH3:34])([CH3:33])[CH3:32])=[O:29])[CH2:23]1)([C:7]1[CH:12]=[CH:11][CH:10]=[C:9]([Cl:13])[C:8]=1[C:14]1[CH:19]=[CH:18][CH:17]=[C:16]([CH2:20][CH3:21])[CH:15]=1)[OH:6].CCN(CC)CC.[C:42](OC(=O)C)(=[O:44])[CH3:43]. The catalyst is C(Cl)Cl. The product is [C:42]([NH:1][CH2:2][CH2:3][CH2:4][C:5]([C@@H:22]1[CH2:27][CH2:26][CH2:25][N:24]([C:28]([O:30][C:31]([CH3:33])([CH3:32])[CH3:34])=[O:29])[CH2:23]1)([C:7]1[CH:12]=[CH:11][CH:10]=[C:9]([Cl:13])[C:8]=1[C:14]1[CH:19]=[CH:18][CH:17]=[C:16]([CH2:20][CH3:21])[CH:15]=1)[OH:6])(=[O:44])[CH3:43]. The yield is 0.730. (3) The reactants are C([O:3][C:4](=O)[CH2:5][CH2:6][C:7]([F:16])([F:15])[CH2:8][CH2:9][C:10](OCC)=[O:11])C.[H-].[H-].[H-].[H-].[Li+].[Al+3].O.[OH-].[Na+]. The catalyst is C(OCC)C.C(OCC)(=O)C. The product is [F:15][C:7]([F:16])([CH2:8][CH2:9][CH2:10][OH:11])[CH2:6][CH2:5][CH2:4][OH:3]. The yield is 0.680. (4) The reactants are [CH3:1][O:2][C:3](=[O:21])[C:4]1[CH:9]=[C:8](Br)[C:7]([F:11])=[C:6]([F:12])[C:5]=1[NH:13][C:14]1[CH:19]=[CH:18][CH:17]=[CH:16][C:15]=1[Cl:20].[Si:22]([C:26]#[CH:27])([CH3:25])([CH3:24])[CH3:23].N(C(C)C)C(C)C. The catalyst is C1COCC1.Cl[Pd](Cl)([P](C1C=CC=CC=1)(C1C=CC=CC=1)C1C=CC=CC=1)[P](C1C=CC=CC=1)(C1C=CC=CC=1)C1C=CC=CC=1.[Cu]I. The product is [CH3:1][O:2][C:3](=[O:21])[C:4]1[CH:9]=[C:8]([C:27]#[C:26][Si:22]([CH3:25])([CH3:24])[CH3:23])[C:7]([F:11])=[C:6]([F:12])[C:5]=1[NH:13][C:14]1[CH:19]=[CH:18][CH:17]=[CH:16][C:15]=1[Cl:20]. The yield is 0.770. (5) The reactants are [CH2:1]([NH:8][C:9]([NH:11][N:12]([CH2:14][C:15]([OH:17])=O)[CH3:13])=[O:10])[C:2]1[CH:7]=[CH:6][CH:5]=[CH:4][CH:3]=1.[NH2:18][C@@H:19]([CH2:43][C:44]1[C:49]([CH3:50])=[CH:48][C:47]([OH:51])=[CH:46][C:45]=1[CH3:52])[C:20]([N:22]([C@@H:34]([CH3:42])[CH:35]([O:39][CH2:40][CH3:41])[O:36][CH2:37][CH3:38])[CH2:23][C:24]1[CH:25]=[CH:26][CH:27]=[C:28]2[C:33]=1[N:32]=[CH:31][CH:30]=[CH:29]2)=[O:21].[Cl-].COC1N=C(OC)N=C([N+]2(C)CCOCC2)N=1. The catalyst is ClCCl.CN(C)C=O.C(OCC)(=O)C. The product is [CH2:1]([NH:8][C:9]([NH:11][N:12]([CH2:14][C:15]([NH:18][C@@H:19]([CH2:43][C:44]1[C:49]([CH3:50])=[CH:48][C:47]([OH:51])=[CH:46][C:45]=1[CH3:52])[C:20]([N:22]([C@@H:34]([CH3:42])[CH:35]([O:39][CH2:40][CH3:41])[O:36][CH2:37][CH3:38])[CH2:23][C:24]1[CH:25]=[CH:26][CH:27]=[C:28]2[C:33]=1[N:32]=[CH:31][CH:30]=[CH:29]2)=[O:21])=[O:17])[CH3:13])=[O:10])[C:2]1[CH:3]=[CH:4][CH:5]=[CH:6][CH:7]=1. The yield is 0.500.